Dataset: Catalyst prediction with 721,799 reactions and 888 catalyst types from USPTO. Task: Predict which catalyst facilitates the given reaction. (1) Reactant: [Br:1][C:2]1[CH:3]=[C:4]([C:9]2([CH2:16]O)[NH:14][C:13](=[O:15])[CH2:12][O:11][CH2:10]2)[C:5]([Cl:8])=[N:6][CH:7]=1.CCN(S(F)(F)[F:24])CC.C([O-])([O-])=O.[Na+].[Na+]. Product: [Br:1][C:2]1[CH:3]=[C:4]([C:9]2([CH2:16][F:24])[NH:14][C:13](=[O:15])[CH2:12][O:11][CH2:10]2)[C:5]([Cl:8])=[N:6][CH:7]=1. The catalyst class is: 1. (2) Reactant: [O:1]=[C:2]1[C:10]2[C:5](=[CH:6][CH:7]=[CH:8][C:9]=2[C:11]2[CH:16]=[CH:15][C:14]([C:17]([F:20])([F:19])[F:18])=[CH:13][CH:12]=2)[CH2:4][N:3]1[C:21]1[CH:22]=[C:23]([C:27]([O:29]C)=[O:28])[N:24]([CH3:26])[CH:25]=1.[OH-].[Na+].ClCCl.C(O)C. Product: [O:1]=[C:2]1[C:10]2[C:5](=[CH:6][CH:7]=[CH:8][C:9]=2[C:11]2[CH:12]=[CH:13][C:14]([C:17]([F:18])([F:19])[F:20])=[CH:15][CH:16]=2)[CH2:4][N:3]1[C:21]1[CH:22]=[C:23]([C:27]([OH:29])=[O:28])[N:24]([CH3:26])[CH:25]=1. The catalyst class is: 5.